From a dataset of Forward reaction prediction with 1.9M reactions from USPTO patents (1976-2016). Predict the product of the given reaction. (1) Given the reactants C(O[C:4]([C:6]1[C:7](=[O:36])[C:8]2[CH:13]=[N:12][C:11]([NH:14][C:15]3[CH:20]=[CH:19][C:18]([CH:21]4[CH2:26][CH2:25][N:24]([CH3:27])[CH2:23][CH2:22]4)=[CH:17][CH:16]=3)=[N:10][C:9]=2[N:28]([CH:30]2[CH2:35][CH2:34][CH2:33][CH2:32][CH2:31]2)[CH:29]=1)=[O:5])C.[CH3:37][O:38][NH2:39].CO, predict the reaction product. The product is: [CH3:37][O:38][NH:39][C:4]([C:6]1[C:7](=[O:36])[C:8]2[CH:13]=[N:12][C:11]([NH:14][C:15]3[CH:20]=[CH:19][C:18]([CH:21]4[CH2:26][CH2:25][N:24]([CH3:27])[CH2:23][CH2:22]4)=[CH:17][CH:16]=3)=[N:10][C:9]=2[N:28]([CH:30]2[CH2:35][CH2:34][CH2:33][CH2:32][CH2:31]2)[CH:29]=1)=[O:5]. (2) The product is: [CH2:24]([N:16]([CH2:15][C:13]1[N:14]=[C:9]2[S:8][C:7]([CH3:27])=[C:6]([CH2:5][CH:4]=[O:3])[N:10]2[C:11](=[O:26])[CH:12]=1)[C:17]1[CH:18]=[CH:19][C:20]([F:23])=[CH:21][CH:22]=1)[CH3:25]. Given the reactants C([O:3]/[CH:4]=[CH:5]/[C:6]1[N:10]2[C:11](=[O:26])[CH:12]=[C:13]([CH2:15][N:16]([CH2:24][CH3:25])[C:17]3[CH:22]=[CH:21][C:20]([F:23])=[CH:19][CH:18]=3)[N:14]=[C:9]2[S:8][C:7]=1[CH3:27])C.Cl.C(=O)(O)[O-].[Na+], predict the reaction product.